Task: Predict the reactants needed to synthesize the given product.. Dataset: Full USPTO retrosynthesis dataset with 1.9M reactions from patents (1976-2016) (1) Given the product [NH2:50][C:22]1[CH:23]=[CH:24][CH:25]=[C:26]2[C:21]=1[N:20]=[CH:19][N:18]([C:16]1[CH:17]=[C:12]([NH:11][C:9](=[O:10])[C:8]3[CH:33]=[CH:34][CH:35]=[C:6]([C:3]([C:1]#[N:2])([CH3:4])[CH3:5])[CH:7]=3)[CH:13]=[CH:14][C:15]=1[CH3:32])[C:27]2=[O:28], predict the reactants needed to synthesize it. The reactants are: [C:1]([C:3]([C:6]1[CH:7]=[C:8]([CH:33]=[CH:34][CH:35]=1)[C:9]([NH:11][C:12]1[CH:13]=[CH:14][C:15]([CH3:32])=[C:16]([N:18]2[C:27](=[O:28])[C:26]3[C:21](=[C:22](C(O)=O)[CH:23]=[CH:24][CH:25]=3)[N:20]=[CH:19]2)[CH:17]=1)=[O:10])([CH3:5])[CH3:4])#[N:2].C1(P([N:50]=[N+]=[N-])(C2C=CC=CC=2)=O)C=CC=CC=1.CCN(C(C)C)C(C)C.Cl. (2) Given the product [CH3:43][S:44]([N:1]1[CH2:2][CH2:3][CH:4]([C:7]2[O:11][C:10]([C:12]3[CH:13]=[CH:14][N:15]=[CH:16][CH:17]=3)=[C:9]([C:18]3[CH:19]=[C:20]4[C:24](=[CH:25][CH:26]=3)[C:23](=[N:27][OH:28])[CH2:22][CH2:21]4)[CH:8]=2)[CH2:5][CH2:6]1)(=[O:46])=[O:45], predict the reactants needed to synthesize it. The reactants are: [NH:1]1[CH2:6][CH2:5][CH:4]([C:7]2[O:11][C:10]([C:12]3[CH:17]=[CH:16][N:15]=[CH:14][CH:13]=3)=[C:9]([C:18]3[CH:19]=[C:20]4[C:24](=[CH:25][CH:26]=3)[C:23](=[N:27][OH:28])[CH2:22][CH2:21]4)[CH:8]=2)[CH2:3][CH2:2]1.O=P12OP3(OP(OP(O3)(O1)=O)(=O)O2)=O.[CH3:43][S:44](O)(=[O:46])=[O:45]. (3) Given the product [CH:23]1([C@H:21]([NH:20][C:15]2[CH:14]=[C:13]([C:3]3[CH:4]=[CH:5][CH:6]=[C:7]([CH3:8])[C:2]=3[CH3:1])[N:18]=[C:17]([NH2:19])[N:16]=2)[CH3:22])[CH2:25][CH2:24]1, predict the reactants needed to synthesize it. The reactants are: [CH3:1][C:2]1[C:7]([CH3:8])=[CH:6][CH:5]=[CH:4][C:3]=1B(O)O.Cl[C:13]1[N:18]=[C:17]([NH2:19])[N:16]=[C:15]([NH:20][C@@H:21]([CH:23]2[CH2:25][CH2:24]2)[CH3:22])[CH:14]=1.